Dataset: Catalyst prediction with 721,799 reactions and 888 catalyst types from USPTO. Task: Predict which catalyst facilitates the given reaction. (1) Reactant: [Br-].[CH2:2]([P+](C1C=CC=CC=1)(C1C=CC=CC=1)C1C=CC=CC=1)[CH2:3][CH2:4][CH2:5][CH3:6].CN(C=O)C.[H-].[Na+].[C:33]([C:35]1[CH:36]=[C:37]([CH:40]=[CH:41][CH:42]=1)[CH:38]=O)#[N:34]. The catalyst class is: 6. Product: [CH:38]([C:37]1[CH:36]=[C:35]([CH:42]=[CH:41][CH:40]=1)[C:33]#[N:34])=[CH:2][CH2:3][CH2:4][CH2:5][CH3:6]. (2) Reactant: [N+:1]([C:4]1[CH:23]=[CH:22][C:7]([CH2:8][O:9][C:10]([C:12]2[N:13]=[C:14]([N:17]3[CH2:20][CH:19]([OH:21])[CH2:18]3)[S:15][CH:16]=2)=[O:11])=[CH:6][CH:5]=1)([O-:3])=[O:2].[CH3:24][S:25](Cl)(=[O:27])=[O:26].C(N(CC)CC)C. Product: [N+:1]([C:4]1[CH:23]=[CH:22][C:7]([CH2:8][O:9][C:10]([C:12]2[N:13]=[C:14]([N:17]3[CH2:20][CH:19]([O:21][S:25]([CH3:24])(=[O:27])=[O:26])[CH2:18]3)[S:15][CH:16]=2)=[O:11])=[CH:6][CH:5]=1)([O-:3])=[O:2]. The catalyst class is: 2. (3) Reactant: [NH:1]1[CH:5]=[C:4]([CH:6]=[O:7])[CH:3]=[N:2]1.Br[CH2:9][CH2:10][N:11]1[C:19](=[O:20])[C:18]2[C:13](=[CH:14][CH:15]=[CH:16][CH:17]=2)[C:12]1=[O:21].C([O-])([O-])=O.[Cs+].[Cs+]. Product: [O:21]=[C:12]1[C:13]2[C:18](=[CH:17][CH:16]=[CH:15][CH:14]=2)[C:19](=[O:20])[N:11]1[CH2:10][CH2:9][N:1]1[CH:5]=[C:4]([CH:6]=[O:7])[CH:3]=[N:2]1. The catalyst class is: 144. (4) Reactant: [Br:1][C:2]1[CH:3]=[CH:4][C:5]2[C:6]3[N:14]=[C:13](Cl)[N:12]=[C:11]([O:16][CH2:17][CH2:18][OH:19])[C:7]=3[NH:8][C:9]=2[CH:10]=1.[NH:20]1[CH2:25][CH2:24][NH:23][CH2:22][CH2:21]1. Product: [Br:1][C:2]1[CH:3]=[CH:4][C:5]2[C:6]3[N:14]=[C:13]([N:20]4[CH2:25][CH2:24][NH:23][CH2:22][CH2:21]4)[N:12]=[C:11]([O:16][CH2:17][CH2:18][OH:19])[C:7]=3[NH:8][C:9]=2[CH:10]=1. The catalyst class is: 728.